Dataset: NCI-60 drug combinations with 297,098 pairs across 59 cell lines. Task: Regression. Given two drug SMILES strings and cell line genomic features, predict the synergy score measuring deviation from expected non-interaction effect. Drug 1: C1=C(C(=O)NC(=O)N1)N(CCCl)CCCl. Drug 2: CC1=C2C(C(=O)C3(C(CC4C(C3C(C(C2(C)C)(CC1OC(=O)C(C(C5=CC=CC=C5)NC(=O)C6=CC=CC=C6)O)O)OC(=O)C7=CC=CC=C7)(CO4)OC(=O)C)O)C)OC(=O)C. Cell line: NCI-H460. Synergy scores: CSS=63.4, Synergy_ZIP=-3.77, Synergy_Bliss=-3.69, Synergy_Loewe=-16.5, Synergy_HSA=-0.218.